Dataset: Reaction yield outcomes from USPTO patents with 853,638 reactions. Task: Predict the reaction yield, written as a fraction of the theoretical maximum amount of product (1.0 means a 100% yield; for example, 0.34 means a 34% yield). (1) The reactants are [NH:1]1[CH:5]=[N:4][C:3]([NH2:6])=[N:2]1.[O:7]1[C:11]2([CH2:16][CH2:15][C:14](=O)[CH2:13][CH2:12]2)[O:10][CH2:9][CH2:8]1.C(O[BH-](OC(=O)C)OC(=O)C)(=O)C.[Na+].O. The catalyst is C(O)(=O)C. The product is [O:7]1[C:11]2([CH2:16][CH2:15][CH:14]([NH:6][C:3]3[NH:4][CH:5]=[N:1][N:2]=3)[CH2:13][CH2:12]2)[O:10][CH2:9][CH2:8]1. The yield is 0.940. (2) The reactants are [CH2:1]([SH:3])[CH3:2].[H-].[Na+].[CH3:6][C:7]([CH3:39])([CH3:38])[C:8](=[O:37])[CH2:9][O:10][C:11]1[CH:16]=[CH:15][C:14]([C:17]([C:22]2[CH:27]=[CH:26][C:25]([NH:28][S:29]([CH2:32][CH2:33]Cl)(=[O:31])=[O:30])=[C:24]([CH3:35])[CH:23]=2)([CH2:20][CH3:21])[CH2:18][CH3:19])=[CH:13][C:12]=1[CH3:36]. The catalyst is C1COCC1. The product is [CH3:6][C:7]([CH3:39])([CH3:38])[C:8](=[O:37])[CH2:9][O:10][C:11]1[CH:16]=[CH:15][C:14]([C:17]([C:22]2[CH:27]=[CH:26][C:25]([NH:28][S:29]([CH2:32][CH2:33][S:3][CH2:1][CH3:2])(=[O:31])=[O:30])=[C:24]([CH3:35])[CH:23]=2)([CH2:20][CH3:21])[CH2:18][CH3:19])=[CH:13][C:12]=1[CH3:36]. The yield is 0.510. (3) The reactants are [S:1]1[C:5]([CH2:6][O:7][C:8]([NH:10][CH2:11][CH2:12][CH2:13][NH:14][C:15](=[O:21])[O:16][C:17]([CH3:20])([CH3:19])[CH3:18])=[O:9])=[CH:4][N:3]=[CH:2]1.[H-].[Na+].Br[CH2:25][C:26]1[CH:35]=[CH:34][C:29]([C:30]([O:32][CH3:33])=[O:31])=[CH:28][CH:27]=1. No catalyst specified. The product is [C:17]([O:16][C:15]([N:14]([CH2:25][C:26]1[CH:27]=[CH:28][C:29]([C:30]([O:32][CH3:33])=[O:31])=[CH:34][CH:35]=1)[CH2:13][CH2:12][CH2:11][N:10]([CH2:25][C:26]1[CH:35]=[CH:34][C:29]([C:30]([O:32][CH3:33])=[O:31])=[CH:28][CH:27]=1)[C:8]([O:7][CH2:6][C:5]1[S:1][CH:2]=[N:3][CH:4]=1)=[O:9])=[O:21])([CH3:18])([CH3:20])[CH3:19]. The yield is 0.130.